Dataset: Catalyst prediction with 721,799 reactions and 888 catalyst types from USPTO. Task: Predict which catalyst facilitates the given reaction. (1) Reactant: FC(F)(F)S(O[C:7]1[CH:24]=[CH:23][C:10]2[N:11]([CH2:18][C:19]([F:22])([F:21])[F:20])[C:12]([C:14]([F:17])([F:16])[F:15])=[N:13][C:9]=2[C:8]=1[Cl:25])(=O)=O.[CH3:28][N:29](C=O)C. Product: [Cl:25][C:8]1[C:9]2[N:13]=[C:18]([C:19]([F:22])([F:21])[F:20])[N:11]([CH2:12][C:14]([F:16])([F:17])[F:15])[C:10]=2[CH:23]=[CH:24][C:7]=1[C:28]#[N:29]. The catalyst class is: 507. (2) Reactant: [C:1]([O:5][C:6]([N:8]([CH2:10][C:11]([OH:13])=O)[CH3:9])=[O:7])([CH3:4])([CH3:3])[CH3:2].CCN(CC)CC.ClC(OCC(C)C)=O.Cl.[CH2:30]([O:32][C:33](=[O:37])[CH2:34][NH:35][CH3:36])[CH3:31]. Product: [CH2:30]([O:32][C:33](=[O:37])[CH2:34][NH:35][CH2:36][C:11](=[O:13])[CH2:10][N:8]([C:6]([O:5][C:1]([CH3:2])([CH3:3])[CH3:4])=[O:7])[CH3:9])[CH3:31]. The catalyst class is: 2. (3) Reactant: [Cl:1][C:2]1[N:3]([C@@H:16]2[O:30][C@H:29]([CH2:31][O:32]C(C3C=CC(C)=CC=3)=O)[C@@H:18]([O:19]C(C3C=CC(C)=CC=3)=O)[CH2:17]2)[C:4]2[C:9]([C:10]=1[C:11](=[O:13])[CH3:12])=[CH:8][C:7]([Cl:14])=[C:6]([Cl:15])[CH:5]=2.C[O-].[Na+]. Product: [Cl:1][C:2]1[N:3]([C@@H:16]2[O:30][C@H:29]([CH2:31][OH:32])[C@@H:18]([OH:19])[CH2:17]2)[C:4]2[C:9]([C:10]=1[C:11](=[O:13])[CH3:12])=[CH:8][C:7]([Cl:14])=[C:6]([Cl:15])[CH:5]=2. The catalyst class is: 5.